Predict which catalyst facilitates the given reaction. From a dataset of Catalyst prediction with 721,799 reactions and 888 catalyst types from USPTO. (1) The catalyst class is: 2. Product: [C:1]([O:5][C:6]([N:8]1[CH2:17][CH2:16][C:15]2[C:10](=[C:11]([O:18][CH2:19][C:20](=[O:21])[N:25]([CH2:26][C:27]3[CH:28]=[CH:29][CH:30]=[CH:31][CH:32]=3)[CH2:34][CH2:33][N:40]([CH3:41])[CH3:39])[CH:12]=[CH:13][CH:14]=2)[CH2:9]1)=[O:7])([CH3:2])([CH3:3])[CH3:4]. Reactant: [C:1]([O:5][C:6]([N:8]1[CH2:17][CH2:16][C:15]2[C:10](=[C:11]([O:18][CH2:19][C:20](O)=[O:21])[CH:12]=[CH:13][CH:14]=2)[CH2:9]1)=[O:7])([CH3:4])([CH3:3])[CH3:2].Cl.C[N:25]1[CH2:34][CH2:33][C:32]2[C:27](=[C:28]([N+]([O-])=O)[CH:29]=[CH:30][CH:31]=2)[C:26]1=O.[CH3:39][N:40](C(ON1N=NC2C=CC=NC1=2)=[N+](C)C)[CH3:41].F[P-](F)(F)(F)(F)F.CCN(C(C)C)C(C)C.C([O-])(O)=O.[Na+]. (2) Reactant: [CH3:1][O:2][C:3]([C@H:5]1[CH2:10][CH2:9][C@H:8]([C:11]([NH:13][NH:14]C(OC(C)(C)C)=O)=[O:12])[CH2:7][CH2:6]1)=[O:4].C(O)(C(F)(F)F)=O.[ClH:29]. Product: [ClH:29].[NH:13]([C:11]([C@H:8]1[CH2:7][CH2:6][C@H:5]([C:3]([O:2][CH3:1])=[O:4])[CH2:10][CH2:9]1)=[O:12])[NH2:14]. The catalyst class is: 158. (3) Reactant: [N+:1]([C:4]1[C:5]([CH3:20])=[C:6]2[C:11](=[C:12]([CH3:15])[C:13]=1[CH3:14])[O:10][C:9]([CH2:17][O:18]C)([CH3:16])[CH2:8][CH2:7]2)([O-:3])=[O:2].B(Br)(Br)Br.O. Product: [N+:1]([C:4]1[C:5]([CH3:20])=[C:6]2[C:11](=[C:12]([CH3:15])[C:13]=1[CH3:14])[O:10][C:9]([CH2:17][OH:18])([CH3:16])[CH2:8][CH2:7]2)([O-:3])=[O:2]. The catalyst class is: 2. (4) Reactant: [CH2:1]([O:8][C:9]1[CH:18]=[C:17]2[C:12]([C:13](Cl)=[CH:14][CH:15]=[N:16]2)=[CH:11][C:10]=1[O:20][CH3:21])[C:2]1[CH:7]=[CH:6][CH:5]=[CH:4][CH:3]=1.[F:22][C:23]1[CH:24]=[C:25]([OH:32])[CH:26]=[CH:27][C:28]=1[N+:29]([O-:31])=[O:30].C(Cl)(Cl)Cl.[OH-].[Na+]. Product: [CH2:1]([O:8][C:9]1[CH:18]=[C:17]2[C:12]([C:13]([O:32][C:25]3[CH:26]=[CH:27][C:28]([N+:29]([O-:31])=[O:30])=[C:23]([F:22])[CH:24]=3)=[CH:14][CH:15]=[N:16]2)=[CH:11][C:10]=1[O:20][CH3:21])[C:2]1[CH:7]=[CH:6][CH:5]=[CH:4][CH:3]=1. The catalyst class is: 159. (5) Reactant: C(N(CC)CC)C.[CH3:8][O:9][CH2:10][C:11]([OH:13])=O.Cl.[CH3:15][NH:16][O:17][CH3:18]. Product: [CH3:18][O:17][N:16]([CH3:15])[C:11](=[O:13])[CH2:10][O:9][CH3:8]. The catalyst class is: 2. (6) Reactant: [CH:1]1[CH:6]=[CH:5][C:4]([C@H:7]([NH2:10])[CH2:8][OH:9])=[CH:3][CH:2]=1.[CH2:11]([O:18][CH2:19][C@H:20]1[CH2:25][CH2:24][C@H:23]([C:26](=O)[CH2:27][CH2:28][C:29](O)=[O:30])[CH2:22][CH2:21]1)[C:12]1[CH:17]=[CH:16][CH:15]=[CH:14][CH:13]=1.O. Product: [CH2:11]([O:18][CH2:19][C@H:20]1[CH2:25][CH2:24][C@H:23]([C@@:26]23[CH2:27][CH2:28][C:29](=[O:30])[N:10]2[C@@H:7]([C:4]2[CH:5]=[CH:6][CH:1]=[CH:2][CH:3]=2)[CH2:8][O:9]3)[CH2:22][CH2:21]1)[C:12]1[CH:17]=[CH:16][CH:15]=[CH:14][CH:13]=1. The catalyst class is: 11. (7) Reactant: C[O:2][C:3]1[CH:12]=[CH:11][CH:10]=[C:9]2[C:4]=1[CH2:5][CH2:6][CH:7]([N:13]([CH3:15])[CH3:14])[CH2:8]2.B(Br)(Br)Br.N. Product: [CH3:14][N:13]([CH3:15])[CH:7]1[CH2:6][CH2:5][C:4]2[C:3]([OH:2])=[CH:12][CH:11]=[CH:10][C:9]=2[CH2:8]1. The catalyst class is: 2. (8) Reactant: [CH3:1][C@H:2]([C@@:10]([OH:25])([C:17]1[CH:18]=[CH:19][C:20]([F:24])=[CH:21][C:22]=1[F:23])[CH2:11][N:12]1[N:16]=[CH:15][N:14]=[CH:13]1)[C:3]1[N:8]=[CH:7][N:6]=[CH:5][C:4]=1[F:9].[C@@]12(CS([O-])(=O)=O)C(C)(C)C(CC1)CC2=O.C(N(CC)CC)C. Product: [CH3:1][C@H:2]([C@@:10]([OH:25])([C:17]1[CH:18]=[CH:19][C:20]([F:24])=[CH:21][C:22]=1[F:23])[CH2:11][N:12]1[N:16]=[CH:15][N:14]=[CH:13]1)[C:3]1[N:8]=[CH:7][N:6]=[CH:5][C:4]=1[F:9]. The catalyst class is: 6. (9) Reactant: [NH:1]1[CH:5]=[N:4][CH:3]=[N:2]1.C(=O)([O-])[O-].[K+].[K+].Cl[CH2:13][C:14]1[S:18][C:17]([C:19]2[CH:24]=[CH:23][C:22]([N:25]3[CH2:29][CH:28]([CH2:30][NH:31][C:32](=[O:34])[CH3:33])[O:27][C:26]3=[O:35])=[CH:21][C:20]=2[F:36])=[N:16][N:15]=1. Product: [F:36][C:20]1[CH:21]=[C:22]([N:25]2[CH2:29][C@H:28]([CH2:30][NH:31][C:32](=[O:34])[CH3:33])[O:27][C:26]2=[O:35])[CH:23]=[CH:24][C:19]=1[C:17]1[S:18][C:14]([CH2:13][N:1]2[CH:5]=[N:4][CH:3]=[N:2]2)=[N:15][N:16]=1. The catalyst class is: 3.